This data is from Forward reaction prediction with 1.9M reactions from USPTO patents (1976-2016). The task is: Predict the product of the given reaction. Given the reactants [CH3:1]C(C)([O-])C.[K+].[CH2:7]([N:14]1[CH2:18][CH2:17][CH:16]([C:19]([C:21]2[CH:22]=[C:23]3[C:27](=[CH:28][CH:29]=2)[NH:26][C:25]([C:30]([O:32][CH2:33][CH3:34])=[O:31])=[CH:24]3)=O)[CH2:15]1)[C:8]1[CH:13]=[CH:12][CH:11]=[CH:10][CH:9]=1.C(=O)([O-])[O-].[Na+].[Na+], predict the reaction product. The product is: [CH2:7]([N:14]1[CH2:18][CH2:17][CH:16]([C:19]([C:21]2[CH:22]=[C:23]3[C:27](=[CH:28][CH:29]=2)[NH:26][C:25]([C:30]([O:32][CH2:33][CH3:34])=[O:31])=[CH:24]3)=[CH2:1])[CH2:15]1)[C:8]1[CH:13]=[CH:12][CH:11]=[CH:10][CH:9]=1.